Dataset: Reaction yield outcomes from USPTO patents with 853,638 reactions. Task: Predict the reaction yield, written as a fraction of the theoretical maximum amount of product (1.0 means a 100% yield; for example, 0.34 means a 34% yield). The reactants are [Br:1][C:2]1[CH:3]=[C:4]([C:17]([O:19]C)=O)[N:5]([CH2:7][C:8]([C:10]2[CH:15]=[N:14][C:13]([CH3:16])=[CH:12][N:11]=2)=O)[CH:6]=1.[CH2:21]([NH2:24])[CH2:22][NH2:23]. The catalyst is O1CCOCC1. The product is [Br:1][C:2]1[CH:3]=[C:4]2[C:17](=[O:19])[N:23]3[CH2:22][CH2:21][NH:24][C:8]3([C:10]3[CH:15]=[N:14][C:13]([CH3:16])=[CH:12][N:11]=3)[CH2:7][N:5]2[CH:6]=1. The yield is 0.290.